From a dataset of Full USPTO retrosynthesis dataset with 1.9M reactions from patents (1976-2016). Predict the reactants needed to synthesize the given product. (1) Given the product [CH3:3][C:4]1([CH3:24])[C:13]2[C:8](=[CH:9][CH:10]=[C:11]([C:14]#[C:15][C:16]3[CH:23]=[CH:22][C:26]([C:25]([OH:1])=[O:27])=[CH:18][N:17]=3)[CH:12]=2)[S:7][CH2:6][CH2:5]1, predict the reactants needed to synthesize it. The reactants are: [OH-:1].[Na+].[CH3:3][C:4]1([CH3:24])[C:13]2[C:8](=[CH:9][CH:10]=[C:11]([C:14]#[C:15][C:16]3[CH:23]=[CH:22]C(C#N)=[CH:18][N:17]=3)[CH:12]=2)[S:7][CH2:6][CH2:5]1.[CH2:25]([OH:27])[CH3:26]. (2) Given the product [NH:29]1[C:28]2[CH:30]=[C:31]3[O:51][CH2:50][CH2:45][O:57][C:32]3=[CH:33][C:27]=2[N:26]=[C:25]1[SH:23], predict the reactants needed to synthesize it. The reactants are: [Na].CC1C(C[S:23]([C:25]2[NH:29][C:28]3[CH:30]=[CH:31][CH:32]=[CH:33][C:27]=3[N:26]=2)=O)=NC=CC=1OCC1(C)OCC2(OCCO2)CO1.CC1(C)OCC(COC2C(C)=CN=[C:45]([CH2:50][OH:51])C=2C)CO1.O.CC1(C)OCC(COC2C(C)=CN=C(CO)C=2C)C[O:57]1. (3) The reactants are: [Cl:1][CH2:2][C:3]1[N:4]=[C:5]([C:14]2[CH:19]=[CH:18][C:17](C)=[CH:16][CH:15]=2)[O:6][C:7]=1[C:8]1C=CC=CC=1.C/C(/C(C)=O)=N\O.C(=O)C1C=CC=CC=1. Given the product [Cl:1][CH2:2][C:3]1[N:4]=[C:5]([C:14]2[CH:19]=[CH:18][CH:17]=[CH:16][CH:15]=2)[O:6][C:7]=1[CH3:8], predict the reactants needed to synthesize it. (4) Given the product [C:35]([C:39]1[O:40][C:41]2[C:46](/[C:47](=[CH:49]/[CH:53]=[CH:29]/[C:10]3[C:11]([CH2:21][CH2:22][CH2:23][CH2:24][S:25]([O-:28])(=[O:27])=[O:26])([CH3:20])[C:12]4[C:17](=[C:16]([F:18])[CH:15]=[C:14]([F:19])[CH:13]=4)[N+:9]=3[CH2:8][CH2:7][CH2:6][CH2:5][CH2:4][C:1]([OH:3])=[O:2])/[CH:48]=1)=[CH:45][CH:44]=[C:43]([N:50]([CH3:52])[CH3:51])[CH:42]=2)([CH3:38])([CH3:36])[CH3:37], predict the reactants needed to synthesize it. The reactants are: [C:1]([CH2:4][CH2:5][CH2:6][CH2:7][CH2:8][N+:9]1[C:17]2[C:12](=[CH:13][C:14]([F:19])=[CH:15][C:16]=2[F:18])[C:11]([CH2:21][CH2:22][CH2:23][CH2:24][S:25]([O-:28])(=[O:27])=[O:26])([CH3:20])[C:10]=1[CH3:29])([OH:3])=[O:2].F[B-](F)(F)F.[C:35]([C:39]1[CH:48]=[C:47]([CH3:49])[C:46]2[C:41](=[CH:42][C:43]([N:50]([CH3:52])[CH3:51])=[CH:44][CH:45]=2)[O+:40]=1)([CH3:38])([CH3:37])[CH3:36].[CH:53](OCC)(OCC)OCC.N1C=CC=CC=1.